From a dataset of Peptide-MHC class I binding affinity with 185,985 pairs from IEDB/IMGT. Regression. Given a peptide amino acid sequence and an MHC pseudo amino acid sequence, predict their binding affinity value. This is MHC class I binding data. The peptide sequence is KMCTDKMSF. The MHC is HLA-B15:01 with pseudo-sequence HLA-B15:01. The binding affinity (normalized) is 0.518.